From a dataset of NCI-60 drug combinations with 297,098 pairs across 59 cell lines. Regression. Given two drug SMILES strings and cell line genomic features, predict the synergy score measuring deviation from expected non-interaction effect. (1) Drug 1: C1CCC(C1)C(CC#N)N2C=C(C=N2)C3=C4C=CNC4=NC=N3. Drug 2: CC1CCCC2(C(O2)CC(NC(=O)CC(C(C(=O)C(C1O)C)(C)C)O)C(=CC3=CSC(=N3)C)C)C. Cell line: RPMI-8226. Synergy scores: CSS=6.07, Synergy_ZIP=6.18, Synergy_Bliss=8.97, Synergy_Loewe=-1.58, Synergy_HSA=1.98. (2) Drug 1: CC1=C(C=C(C=C1)C(=O)NC2=CC(=CC(=C2)C(F)(F)F)N3C=C(N=C3)C)NC4=NC=CC(=N4)C5=CN=CC=C5. Drug 2: C1=NC(=NC(=O)N1C2C(C(C(O2)CO)O)O)N. Cell line: 786-0. Synergy scores: CSS=16.1, Synergy_ZIP=-7.93, Synergy_Bliss=-4.10, Synergy_Loewe=-11.0, Synergy_HSA=-3.52. (3) Drug 1: CNC(=O)C1=NC=CC(=C1)OC2=CC=C(C=C2)NC(=O)NC3=CC(=C(C=C3)Cl)C(F)(F)F. Drug 2: CCCCC(=O)OCC(=O)C1(CC(C2=C(C1)C(=C3C(=C2O)C(=O)C4=C(C3=O)C=CC=C4OC)O)OC5CC(C(C(O5)C)O)NC(=O)C(F)(F)F)O. Cell line: SF-539. Synergy scores: CSS=39.3, Synergy_ZIP=-7.65, Synergy_Bliss=-7.22, Synergy_Loewe=-24.5, Synergy_HSA=-8.51. (4) Drug 1: CC(C1=C(C=CC(=C1Cl)F)Cl)OC2=C(N=CC(=C2)C3=CN(N=C3)C4CCNCC4)N. Drug 2: C1=CC(=CC=C1CCCC(=O)O)N(CCCl)CCCl. Cell line: RPMI-8226. Synergy scores: CSS=56.2, Synergy_ZIP=5.41, Synergy_Bliss=4.90, Synergy_Loewe=1.04, Synergy_HSA=1.48. (5) Drug 1: CC(C1=C(C=CC(=C1Cl)F)Cl)OC2=C(N=CC(=C2)C3=CN(N=C3)C4CCNCC4)N. Synergy scores: CSS=26.4, Synergy_ZIP=-16.0, Synergy_Bliss=-12.3, Synergy_Loewe=-28.0, Synergy_HSA=-13.6. Cell line: HL-60(TB). Drug 2: C#CCC(CC1=CN=C2C(=N1)C(=NC(=N2)N)N)C3=CC=C(C=C3)C(=O)NC(CCC(=O)O)C(=O)O. (6) Drug 1: CCCS(=O)(=O)NC1=C(C(=C(C=C1)F)C(=O)C2=CNC3=C2C=C(C=N3)C4=CC=C(C=C4)Cl)F. Drug 2: CCC1=CC2CC(C3=C(CN(C2)C1)C4=CC=CC=C4N3)(C5=C(C=C6C(=C5)C78CCN9C7C(C=CC9)(C(C(C8N6C)(C(=O)OC)O)OC(=O)C)CC)OC)C(=O)OC.C(C(C(=O)O)O)(C(=O)O)O. Cell line: MDA-MB-231. Synergy scores: CSS=29.2, Synergy_ZIP=8.35, Synergy_Bliss=6.63, Synergy_Loewe=-15.4, Synergy_HSA=4.94. (7) Drug 1: CC1=CC2C(CCC3(C2CCC3(C(=O)C)OC(=O)C)C)C4(C1=CC(=O)CC4)C. Drug 2: C1CCC(C(C1)N)N.C(=O)(C(=O)[O-])[O-].[Pt+4]. Cell line: COLO 205. Synergy scores: CSS=28.8, Synergy_ZIP=2.77, Synergy_Bliss=5.96, Synergy_Loewe=-55.2, Synergy_HSA=4.75. (8) Drug 1: C1=CC(=C2C(=C1NCCNCCO)C(=O)C3=C(C=CC(=C3C2=O)O)O)NCCNCCO. Drug 2: C(CN)CNCCSP(=O)(O)O. Cell line: LOX IMVI. Synergy scores: CSS=38.9, Synergy_ZIP=0.860, Synergy_Bliss=-0.139, Synergy_Loewe=-34.6, Synergy_HSA=0.339. (9) Drug 1: CCC1=C2CN3C(=CC4=C(C3=O)COC(=O)C4(CC)O)C2=NC5=C1C=C(C=C5)O. Drug 2: C(CN)CNCCSP(=O)(O)O. Cell line: NCI-H460. Synergy scores: CSS=42.6, Synergy_ZIP=8.99, Synergy_Bliss=9.54, Synergy_Loewe=-34.0, Synergy_HSA=8.41.